This data is from TCR-epitope binding with 47,182 pairs between 192 epitopes and 23,139 TCRs. The task is: Binary Classification. Given a T-cell receptor sequence (or CDR3 region) and an epitope sequence, predict whether binding occurs between them. (1) The epitope is TVYDPLQPELDSFK. The TCR CDR3 sequence is CASSGEREDNEQFF. Result: 0 (the TCR does not bind to the epitope). (2) The epitope is RPRGEVRFL. The TCR CDR3 sequence is CASSYKGMAYNEQFF. Result: 0 (the TCR does not bind to the epitope). (3) The epitope is SFHSLHLLF. The TCR CDR3 sequence is CASSPDRLQTQYF. Result: 1 (the TCR binds to the epitope).